From a dataset of Reaction yield outcomes from USPTO patents with 853,638 reactions. Predict the reaction yield, written as a fraction of the theoretical maximum amount of product (1.0 means a 100% yield; for example, 0.34 means a 34% yield). (1) The reactants are [C:1](Cl)(=[O:3])[CH3:2].[CH2:5]([O:7][C:8]([C:10]1[N:11]([CH2:39][C:40]2[CH:45]=[CH:44][CH:43]=[C:42]([Cl:46])[CH:41]=2)[C:12]2[C:17]([C:18]=1[NH:19][CH2:20][C:21]1[CH:26]=[CH:25][C:24]([O:27][CH3:28])=[CH:23][CH:22]=1)=[CH:16][C:15]([C:29]1[CH:34]=[CH:33][C:32]([O:35][CH:36]([CH3:38])[CH3:37])=[CH:31][CH:30]=1)=[CH:14][CH:13]=2)=[O:9])[CH3:6]. The catalyst is C1(C)C=CC=CC=1.CCOC(C)=O. The product is [CH2:5]([O:7][C:8]([C:10]1[N:11]([CH2:39][C:40]2[CH:45]=[CH:44][CH:43]=[C:42]([Cl:46])[CH:41]=2)[C:12]2[C:17]([C:18]=1[N:19]([C:1](=[O:3])[CH3:2])[CH2:20][C:21]1[CH:22]=[CH:23][C:24]([O:27][CH3:28])=[CH:25][CH:26]=1)=[CH:16][C:15]([C:29]1[CH:34]=[CH:33][C:32]([O:35][CH:36]([CH3:38])[CH3:37])=[CH:31][CH:30]=1)=[CH:14][CH:13]=2)=[O:9])[CH3:6]. The yield is 0.640. (2) The reactants are [CH:1]1[C:10]2[C:5](=[CH:6][CH:7]=[CH:8][CH:9]=2)[CH:4]=[CH:3][C:2]=1[CH:11]([O:13][C:14]1[CH:22]=[CH:21][CH:20]=[C:16]([C:17](O)=[O:18])[C:15]=1[C:23](O)=[O:24])[CH3:12].Cl.[NH2:27][CH:28]1[CH2:34][CH2:33][C:32](=[O:35])[NH:31][C:29]1=[O:30]. The catalyst is N1C=CC=CC=1. The product is [O:30]=[C:29]1[CH:28]([N:27]2[C:23](=[O:24])[C:15]3[C:16](=[CH:20][CH:21]=[CH:22][C:14]=3[O:13][CH:11]([C:2]3[CH:3]=[CH:4][C:5]4[C:10](=[CH:9][CH:8]=[CH:7][CH:6]=4)[CH:1]=3)[CH3:12])[C:17]2=[O:18])[CH2:34][CH2:33][C:32](=[O:35])[NH:31]1. The yield is 0.640. (3) The reactants are [Cl:1][CH2:2][C:3]([NH:5][C:6]1[CH:15]=[CH:14][CH:13]=[C:12]2[C:7]=1[C:8](=[O:25])[N:9](C1CCC(=O)NC1=O)[C:10]([CH3:16])=[N:11]2)=[O:4].[CH3:26][NH:27][CH3:28].[CH2:29]1[CH2:33][O:32][CH2:31][CH2:30]1.C(=O)([O-])O.[Na+].Cl.CCOCC.C[N:46]([CH:48]=[O:49])C. The catalyst is C(Cl)Cl.O. The product is [ClH:1].[CH3:26][N:27]([CH3:28])[CH2:2][C:3]([NH:5][C:6]1[CH:15]=[CH:14][CH:13]=[C:12]2[C:7]=1[C:8](=[O:25])[N:9]([N:46]1[C:31](=[O:32])[CH2:30][CH2:29][CH2:33][C:48]1=[O:49])[C:10]([CH3:16])=[N:11]2)=[O:4]. The yield is 0.850.